This data is from Forward reaction prediction with 1.9M reactions from USPTO patents (1976-2016). The task is: Predict the product of the given reaction. (1) Given the reactants [C:1]([O:5][C:6]([N:8]1[C@H:12]([C:13]([OH:15])=O)[CH2:11][Si:10]([CH3:17])([CH3:16])[CH2:9]1)=[O:7])([CH3:4])([CH3:3])[CH3:2].C(Cl)CCl.C1C=CC2N(O)N=NC=2C=1.[NH2:32][CH2:33][C:34]1[CH:61]=[CH:60][C:37]([C:38]([NH:40][C:41]2[CH:46]=[C:45]([C:47]3[S:48][CH:49]=[CH:50][CH:51]=3)[CH:44]=[CH:43][C:42]=2[NH:52][C:53](=[O:59])[O:54][C:55]([CH3:58])([CH3:57])[CH3:56])=[O:39])=[CH:36][CH:35]=1, predict the reaction product. The product is: [C:55]([O:54][C:53]([NH:52][C:42]1[CH:43]=[CH:44][C:45]([C:47]2[S:48][CH:49]=[CH:50][CH:51]=2)=[CH:46][C:41]=1[NH:40][C:38]([C:37]1[CH:36]=[CH:35][C:34]([CH2:33][NH:32][C:13]([C@H:12]2[N:8]([C:6]([O:5][C:1]([CH3:2])([CH3:3])[CH3:4])=[O:7])[CH2:9][Si:10]([CH3:17])([CH3:16])[CH2:11]2)=[O:15])=[CH:61][CH:60]=1)=[O:39])=[O:59])([CH3:58])([CH3:56])[CH3:57]. (2) Given the reactants [NH:1]1[C:9]2[C:4](=[CH:5][CH:6]=[CH:7][CH:8]=2)[CH:3]=[CH:2]1.[Cl:10][C:11]1[CH:16]=[CH:15][CH:14]=[C:13](I)[CH:12]=1, predict the reaction product. The product is: [Cl:10][C:11]1[CH:12]=[C:13]([N:1]2[C:9]3[C:4](=[CH:5][CH:6]=[CH:7][CH:8]=3)[CH:3]=[CH:2]2)[CH:14]=[CH:15][CH:16]=1. (3) Given the reactants [NH2:1][C:2]1[C:7](Br)=[CH:6][CH:5]=[CH:4][N:3]=1.[O:9]1[C:13]2[CH:14]=[CH:15][CH:16]=[CH:17][C:12]=2[CH:11]=[C:10]1B(O)O.C([O-])([O-])=O.[K+].[K+], predict the reaction product. The product is: [O:9]1[C:13]2[CH:14]=[CH:15][CH:16]=[CH:17][C:12]=2[CH:11]=[C:10]1[NH:1][C:2]1[CH:7]=[CH:6][CH:5]=[CH:4][N:3]=1. (4) Given the reactants FC(F)C1NC2C=CC=CC=2N=1.FC(F)C1NC2C(O[SiH3])=C(C(C)(C)C)C(C)=C(C)C=2N=1.[F:33][CH:34]([F:72])[C:35]1[N:39]([C:40]2[N:45]=[C:44]([N:46]3[CH2:51][CH2:50][O:49][C@@H:48]([CH3:52])[C@H:47]3[CH3:53])[N:43]=[C:42]([N:54]3[CH2:59][CH2:58][O:57][CH2:56][CH2:55]3)[N:41]=2)[C:38]2[CH:60]=[CH:61][C:62]([O:64][Si](C(C)(C)C)(C)C)=[CH:63][C:37]=2[N:36]=1.[F-].C([N+](CCCC)(CCCC)CCCC)CCC, predict the reaction product. The product is: [F:72][CH:34]([F:33])[C:35]1[N:39]([C:40]2[N:45]=[C:44]([N:46]3[CH2:51][CH2:50][O:49][C@@H:48]([CH3:52])[C@H:47]3[CH3:53])[N:43]=[C:42]([N:54]3[CH2:59][CH2:58][O:57][CH2:56][CH2:55]3)[N:41]=2)[C:38]2[CH:60]=[CH:61][C:62]([OH:64])=[CH:63][C:37]=2[N:36]=1. (5) Given the reactants [C:1]([O:5][C:6](=[O:32])[C@@H:7]([NH:12][C:13](=[O:31])[C:14]1[CH:19]=[CH:18][C:17]([NH:20][C:21]2[CH:26]=[CH:25][CH:24]=[CH:23][C:22]=2[Cl:27])=[C:16]([N+:28]([O-])=O)[CH:15]=1)[CH2:8][CH:9]([CH3:11])[CH3:10])([CH3:4])([CH3:3])[CH3:2].O.O.[Sn](Cl)Cl.O, predict the reaction product. The product is: [C:1]([O:5][C:6](=[O:32])[C@@H:7]([NH:12][C:13](=[O:31])[C:14]1[CH:19]=[CH:18][C:17]([NH:20][C:21]2[CH:26]=[CH:25][CH:24]=[CH:23][C:22]=2[Cl:27])=[C:16]([NH2:28])[CH:15]=1)[CH2:8][CH:9]([CH3:11])[CH3:10])([CH3:3])([CH3:4])[CH3:2].